This data is from Peptide-MHC class I binding affinity with 185,985 pairs from IEDB/IMGT. The task is: Regression. Given a peptide amino acid sequence and an MHC pseudo amino acid sequence, predict their binding affinity value. This is MHC class I binding data. (1) The peptide sequence is IEDDEIIWV. The MHC is HLA-A25:01 with pseudo-sequence HLA-A25:01. The binding affinity (normalized) is 0.0847. (2) The peptide sequence is WSFYRVVVK. The MHC is HLA-A26:01 with pseudo-sequence HLA-A26:01. The binding affinity (normalized) is 0.0847. (3) The peptide sequence is AFKKATSIV. The MHC is H-2-Kd with pseudo-sequence H-2-Kd. The binding affinity (normalized) is 0. (4) The peptide sequence is NVIEDITFLR. The MHC is HLA-A31:01 with pseudo-sequence HLA-A31:01. The binding affinity (normalized) is 0.615. (5) The peptide sequence is ARLSSPIVL. The MHC is HLA-A68:02 with pseudo-sequence HLA-A68:02. The binding affinity (normalized) is 0.0847. (6) The peptide sequence is LLKPGGVQW. The MHC is HLA-A01:01 with pseudo-sequence HLA-A01:01. The binding affinity (normalized) is 0.0847.